From a dataset of Forward reaction prediction with 1.9M reactions from USPTO patents (1976-2016). Predict the product of the given reaction. (1) Given the reactants [Na].[C:2]([C:4]1[C:5]([S-:15])=[N:6][S:7][C:8]=1[NH:9][C:10]([O:12][CH2:13][CH3:14])=[O:11])#[N:3].I[CH2:17][CH2:18][CH2:19][CH2:20][CH3:21], predict the reaction product. The product is: [CH2:13]([O:12][C:10](=[O:11])[NH:9][C:8]1[S:7][N:6]=[C:5]([S:15][CH2:17][CH2:18][CH2:19][CH2:20][CH3:21])[C:4]=1[C:2]#[N:3])[CH3:14]. (2) Given the reactants [CH3:1][O:2][C:3]1[CH:17]=[CH:16][C:6]([CH2:7][O:8][C:9]2[CH:10]=[CH:11][C:12]([NH2:15])=[N:13][CH:14]=2)=[CH:5][CH:4]=1.[CH3:18][C:19]1[CH:24]=[CH:23][C:22]([S:25](Cl)(=[O:27])=[O:26])=[CH:21][CH:20]=1, predict the reaction product. The product is: [CH3:1][O:2][C:3]1[CH:4]=[CH:5][C:6]([CH2:7][O:8][C:9]2[CH:10]=[CH:11][C:12]([NH:15][S:25]([C:22]3[CH:23]=[CH:24][C:19]([CH3:18])=[CH:20][CH:21]=3)(=[O:27])=[O:26])=[N:13][CH:14]=2)=[CH:16][CH:17]=1. (3) Given the reactants [OH:1][CH2:2][CH2:3][CH2:4][CH2:5][CH2:6][CH2:7][CH2:8][CH2:9][CH2:10][CH2:11][CH2:12][CH2:13][C:14]1[C:15]([O:37]C)=[C:16]2[C:21](=[CH:22][C:23]=1[O:24][CH3:25])[O:20][C:19]([C:26]1[CH:31]=[CH:30][C:29]([O:32]C)=[C:28]([O:34]C)[CH:27]=1)=[CH:18][C:17]2=[O:36].B(Br)(Br)Br.CO.O, predict the reaction product. The product is: [OH:34][C:28]1[CH:27]=[C:26]([C:19]2[O:20][C:21]3[C:16]([C:17](=[O:36])[CH:18]=2)=[C:15]([OH:37])[C:14]([CH2:13][CH2:12][CH2:11][CH2:10][CH2:9][CH2:8][CH2:7][CH2:6][CH2:5][CH2:4][CH2:3][CH2:2][OH:1])=[C:23]([O:24][CH3:25])[CH:22]=3)[CH:31]=[CH:30][C:29]=1[OH:32]. (4) Given the reactants [C:1]([NH:4][C@@H:5]1[C@@H:10]([NH:11][C:12]([O:14][C:15]([CH3:18])([CH3:17])[CH3:16])=[O:13])[CH2:9][C:8]([C:19]([O:21]CC)=[O:20])=[CH:7][C@H:6]1[O:24][CH:25]([CH2:28][CH3:29])[CH2:26][CH3:27])(=[O:3])[CH3:2].[OH-].[Na+].Cl, predict the reaction product. The product is: [C:1]([NH:4][C@@H:5]1[C@@H:10]([NH:11][C:12]([O:14][C:15]([CH3:17])([CH3:18])[CH3:16])=[O:13])[CH2:9][C:8]([C:19]([OH:21])=[O:20])=[CH:7][C@H:6]1[O:24][CH:25]([CH2:28][CH3:29])[CH2:26][CH3:27])(=[O:3])[CH3:2]. (5) Given the reactants [NH:1]1[C:9]2[CH:8]=[CH:7][CH:6]=[C:5]([O:10][CH2:11][CH:12]3[O:14][CH2:13]3)[C:4]=2[CH:3]=[CH:2]1.[NH:15]1[C:19]2[CH:20]=[CH:21][CH:22]=[C:23]([N:24]3[CH2:29][CH2:28][NH:27][CH2:26][CH2:25]3)[C:18]=2[N:17]=[CH:16]1, predict the reaction product. The product is: [NH:1]1[C:9]2[C:4](=[C:5]([O:10][CH2:11][CH:12]([OH:14])[CH2:13][N:27]3[CH2:28][CH2:29][N:24]([C:23]4[C:18]5[N:17]=[CH:16][NH:15][C:19]=5[CH:20]=[CH:21][CH:22]=4)[CH2:25][CH2:26]3)[CH:6]=[CH:7][CH:8]=2)[CH:3]=[CH:2]1. (6) Given the reactants Br[C:2]1SC2C=C(OC)C(C)=CC=2N=1.C1(C2SC3C=C(OC)C(C)=CC=3N=2)CC1.C1(B(O)O)CC1.COC1C(C)=CC2N=CSC=2C=1.[C:47]([O:51][C@@H:52]([C:56]1[C:64]([CH3:65])=[CH:63][C:59]2[N:60]=[CH:61][S:62][C:58]=2[C:57]=1[C:66]1[CH:71]=[CH:70][C:69]([Cl:72])=[CH:68][CH:67]=1)[C:53]([OH:55])=[O:54])([CH3:50])([CH3:49])[CH3:48], predict the reaction product. The product is: [C:47]([O:51][C@@H:52]([C:56]1[C:64]([CH3:65])=[CH:63][C:59]2[N:60]=[C:61]([CH3:2])[S:62][C:58]=2[C:57]=1[C:66]1[CH:67]=[CH:68][C:69]([Cl:72])=[CH:70][CH:71]=1)[C:53]([OH:55])=[O:54])([CH3:50])([CH3:48])[CH3:49].